This data is from Peptide-MHC class I binding affinity with 185,985 pairs from IEDB/IMGT. The task is: Regression. Given a peptide amino acid sequence and an MHC pseudo amino acid sequence, predict their binding affinity value. This is MHC class I binding data. (1) The peptide sequence is EPSGNNYHIL. The MHC is HLA-B53:01 with pseudo-sequence HLA-B53:01. The binding affinity (normalized) is 0.261. (2) The peptide sequence is APRARTAAF. The MHC is HLA-B35:01 with pseudo-sequence HLA-B35:01. The binding affinity (normalized) is 0.638.